The task is: Predict the reactants needed to synthesize the given product.. This data is from Full USPTO retrosynthesis dataset with 1.9M reactions from patents (1976-2016). (1) The reactants are: [OH:1][CH2:2][C@H:3]([NH:20][C:21](=[O:27])[O:22][C:23]([CH3:26])([CH3:25])[CH3:24])[CH2:4][C:5]1[CH:10]=[CH:9][C:8](B2OC(C)(C)C(C)(C)O2)=[CH:7][CH:6]=1.[C:28]([N:32]1[C:36](=[O:37])[CH:35]=[C:34](Cl)[S:33]1(=[O:40])=[O:39])([CH3:31])([CH3:30])[CH3:29].C(=O)([O-])[O-].[K+].[K+].ClCCl. Given the product [C:28]([N:32]1[C:36](=[O:37])[CH:35]=[C:34]([C:8]2[CH:7]=[CH:6][C:5]([CH2:4][C@H:3]([NH:20][C:21](=[O:27])[O:22][C:23]([CH3:24])([CH3:25])[CH3:26])[CH2:2][OH:1])=[CH:10][CH:9]=2)[S:33]1(=[O:39])=[O:40])([CH3:31])([CH3:29])[CH3:30], predict the reactants needed to synthesize it. (2) Given the product [C:1]([C:3]1[CH:4]=[C:5]([C:13]2[O:17][C:16]([C:18]3[CH:23]=[CH:22][C:21]([O:24][CH2:25][CH2:26][CH2:27][C:28]([OH:30])=[O:29])=[CH:20][C:19]=3[CH2:33][CH3:34])=[N:15][N:14]=2)[CH:6]=[CH:7][C:8]=1[O:9][CH:10]([CH3:12])[CH3:11])#[N:2], predict the reactants needed to synthesize it. The reactants are: [C:1]([C:3]1[CH:4]=[C:5]([C:13]2[O:17][C:16]([C:18]3[CH:23]=[CH:22][C:21]([O:24][CH2:25][CH2:26][CH2:27][C:28]([O:30]CC)=[O:29])=[CH:20][C:19]=3[CH2:33][CH3:34])=[N:15][N:14]=2)[CH:6]=[CH:7][C:8]=1[O:9][CH:10]([CH3:12])[CH3:11])#[N:2].[OH-].[Na+]. (3) Given the product [C:2]1([C:1]([C:9]2[CH:10]=[N:11][C:12]([N:15]3[CH2:20][CH2:19][N:18]([C:21]([O:23][C:24]([CH3:27])([CH3:26])[CH3:25])=[O:22])[CH2:17][CH2:16]3)=[N:13][CH:14]=2)=[CH2:28])[CH:7]=[CH:6][CH:5]=[CH:4][CH:3]=1, predict the reactants needed to synthesize it. The reactants are: [C:1]([C:9]1[CH:10]=[N:11][C:12]([N:15]2[CH2:20][CH2:19][N:18]([C:21]([O:23][C:24]([CH3:27])([CH3:26])[CH3:25])=[O:22])[CH2:17][CH2:16]2)=[N:13][CH:14]=1)(=O)[C:2]1[CH:7]=[CH:6][CH:5]=[CH:4][CH:3]=1.[CH2:28]1COCC1. (4) Given the product [Br:1][C:2]1[CH:8]=[CH:7][C:5]([NH:6][C:18](=[O:19])[CH2:17][Cl:16])=[CH:4][CH:3]=1, predict the reactants needed to synthesize it. The reactants are: [Br:1][C:2]1[CH:8]=[CH:7][C:5]([NH2:6])=[CH:4][CH:3]=1.C(N(CC)CC)C.[Cl:16][CH2:17][C:18](Cl)=[O:19]. (5) Given the product [CH3:7][O:8][C:9]1[CH:16]=[C:15]([O:17][CH3:18])[CH:14]=[CH:13][C:10]=1[CH2:11][NH:1][C:2]1[S:6][N:5]=[CH:4][N:3]=1.[CH3:7][O:8][C:9]1[CH:16]=[C:15]([O:17][CH3:18])[CH:14]=[CH:13][C:10]=1[CH2:11][NH:1][C:2]1[S:6][N:5]=[CH:4][N:3]=1, predict the reactants needed to synthesize it. The reactants are: [NH2:1][C:2]1[S:6][N:5]=[CH:4][N:3]=1.[CH3:7][O:8][C:9]1[CH:16]=[C:15]([O:17][CH3:18])[CH:14]=[CH:13][C:10]=1[CH:11]=O.[BH4-].[Na+].Cl.[OH-].[Na+]. (6) Given the product [CH3:1][O:2][C:3]([C:5]1[N:6]([CH2:25][C:26]2[CH:27]=[CH:28][CH:29]=[CH:30][CH:31]=2)[C:7](=[O:24])[C:8]2[C:13]([C:14]=1[C:36]1[CH:37]=[CH:38][C:33]([CH3:32])=[CH:34][CH:35]=1)=[CH:12][C:11]([Cl:23])=[CH:10][CH:9]=2)=[O:4], predict the reactants needed to synthesize it. The reactants are: [CH3:1][O:2][C:3]([C:5]1[N:6]([CH2:25][C:26]2[CH:31]=[CH:30][CH:29]=[CH:28][CH:27]=2)[C:7](=[O:24])[C:8]2[C:13]([C:14]=1OS(C(F)(F)F)(=O)=O)=[CH:12][C:11]([Cl:23])=[CH:10][CH:9]=2)=[O:4].[CH3:32][C:33]1[CH:38]=[CH:37][C:36](B(O)O)=[CH:35][CH:34]=1. (7) Given the product [N:20]1([CH2:2][C:3]([NH:5][C:6]2[CH:19]=[CH:18][C:9]3[O:10][C:11]4[CH2:17][CH2:16][CH2:15][CH2:14][CH2:13][C:12]=4[C:8]=3[CH:7]=2)=[O:4])[CH2:25][CH2:24][O:23][CH2:22][CH2:21]1, predict the reactants needed to synthesize it. The reactants are: Cl[CH2:2][C:3]([NH:5][C:6]1[CH:19]=[CH:18][C:9]2[O:10][C:11]3[CH2:17][CH2:16][CH2:15][CH2:14][CH2:13][C:12]=3[C:8]=2[CH:7]=1)=[O:4].[NH:20]1[CH2:25][CH2:24][O:23][CH2:22][CH2:21]1.C(=O)([O-])[O-].[Cs+].[Cs+]. (8) Given the product [Cl:22][C:23]1[CH:31]=[CH:30][C:26]([C:27]([NH:1][C:2]2[CH:7]=[C:6]([C:8]3[CH:13]=[CH:12][C:11]([C:14]([NH:16][CH2:17][CH:18]4[CH2:20][CH2:19]4)=[O:15])=[CH:10][CH:9]=3)[C:5]([CH3:21])=[CH:4][CH:3]=2)=[O:28])=[CH:25][CH:24]=1, predict the reactants needed to synthesize it. The reactants are: [NH2:1][C:2]1[CH:3]=[CH:4][C:5]([CH3:21])=[C:6]([C:8]2[CH:13]=[CH:12][C:11]([C:14]([NH:16][CH2:17][CH:18]3[CH2:20][CH2:19]3)=[O:15])=[CH:10][CH:9]=2)[CH:7]=1.[Cl:22][C:23]1[CH:31]=[CH:30][C:26]([C:27](O)=[O:28])=[CH:25][CH:24]=1. (9) Given the product [NH2:18][C:16]1[N:17]=[C:12]2[CH:11]=[C:10]([CH:32]([C:42]3[C:47]([F:48])=[CH:46][CH:45]=[C:44]([F:49])[C:43]=3[F:50])[S:33]([CH2:36][CH2:37][C:38]([F:39])([F:40])[F:41])(=[O:34])=[O:35])[C:9]([Cl:8])=[CH:31][N:13]2[C:14](=[O:30])[CH:15]=1, predict the reactants needed to synthesize it. The reactants are: FC(F)(F)C(O)=O.[Cl:8][C:9]1[C:10]([CH:32]([C:42]2[C:47]([F:48])=[CH:46][CH:45]=[C:44]([F:49])[C:43]=2[F:50])[S:33]([CH2:36][CH2:37][C:38]([F:41])([F:40])[F:39])(=[O:35])=[O:34])=[CH:11][C:12]2[N:13]([CH:31]=1)[C:14](=[O:30])[CH:15]=[C:16]([NH:18]CC1C=CC(OC)=C(OC)C=1)[N:17]=2.